From a dataset of Full USPTO retrosynthesis dataset with 1.9M reactions from patents (1976-2016). Predict the reactants needed to synthesize the given product. Given the product [Br:1][C:2]1[CH:3]=[C:4]([S:9]([NH:12][C:13]2[C:14]([OH:20])=[N:15][CH:16]=[C:17]([Cl:19])[CH:18]=2)(=[O:11])=[O:10])[CH:5]=[N:6][C:7]=1[O:22][CH3:21], predict the reactants needed to synthesize it. The reactants are: [Br:1][C:2]1[CH:3]=[C:4]([S:9]([NH:12][C:13]2[C:14]([OH:20])=[N:15][CH:16]=[C:17]([Cl:19])[CH:18]=2)(=[O:11])=[O:10])[CH:5]=[N:6][C:7]=1Cl.[CH3:21][OH:22].